Dataset: Full USPTO retrosynthesis dataset with 1.9M reactions from patents (1976-2016). Task: Predict the reactants needed to synthesize the given product. Given the product [CH3:1][O:2][C:3]1[C:4]2[C:11]([I:20])=[CH:10][N:9]([C@@H:12]3[O:17][C@H:16]([CH2:18][OH:19])[CH2:15][C@H:13]3[OH:14])[C:5]=2[N:6]=[CH:7][N:8]=1, predict the reactants needed to synthesize it. The reactants are: [CH3:1][O:2][C:3]1[C:4]2[CH:11]=[CH:10][N:9]([C@@H:12]3[O:17][C@H:16]([CH2:18][OH:19])[CH2:15][C@H:13]3[OH:14])[C:5]=2[N:6]=[CH:7][N:8]=1.[I:20]N1C(=O)CCC1=O.